Dataset: Forward reaction prediction with 1.9M reactions from USPTO patents (1976-2016). Task: Predict the product of the given reaction. (1) Given the reactants [NH2:1][CH:2]1[CH2:7][CH2:6][N:5]([CH2:8][C@H:9]2[N:19]3[C:20]4[N:11]([C:12](=[O:22])[CH:13]=[CH:14][C:15]=4[N:16]=[CH:17][C:18]3=[O:21])[CH2:10]2)[CH2:4][CH2:3]1.[N:23]1[S:24][N:25]=[C:26]2[CH:31]=[C:30]([CH:32]=O)[CH:29]=[CH:28][C:27]=12.C(O[BH-](OC(=O)C)OC(=O)C)(=O)C.[Na+].C(=O)([O-])O.[Na+].[Cl:53]CCl, predict the reaction product. The product is: [ClH:53].[N:23]1[S:24][N:25]=[C:26]2[CH:31]=[C:30]([CH2:32][NH:1][CH:2]3[CH2:7][CH2:6][N:5]([CH2:8][C@H:9]4[N:19]5[C:20]6[N:11]([C:12](=[O:22])[CH:13]=[CH:14][C:15]=6[N:16]=[CH:17][C:18]5=[O:21])[CH2:10]4)[CH2:4][CH2:3]3)[CH:29]=[CH:28][C:27]=12. (2) Given the reactants O1CCO[CH:2]1[CH2:6][CH2:7][CH2:8][CH2:9][N:10]1[CH2:15][CH2:14][CH:13]([C:16]2[CH:17]=[C:18]([NH:22][C:23](=[O:27])[CH:24]([CH3:26])[CH3:25])[CH:19]=[CH:20][CH:21]=2)[CH2:12][CH2:11]1.Cl.[CH3:29][C:30]1[CH:35]=[CH:34][C:33]([NH:36]N)=[CH:32][CH:31]=1, predict the reaction product. The product is: [CH3:26][CH:24]([CH3:25])[C:23]([NH:22][C:18]1[CH:19]=[CH:20][CH:21]=[C:16]([CH:13]2[CH2:14][CH2:15][N:10]([CH2:9][CH2:8][CH2:7][C:6]3[C:34]4[C:33](=[CH:32][CH:31]=[C:30]([CH3:29])[CH:35]=4)[NH:36][CH:2]=3)[CH2:11][CH2:12]2)[CH:17]=1)=[O:27]. (3) Given the reactants [CH:1]([N:4]1[C:9](=[O:10])[CH:8]=[CH:7][C:6]([C:11]2[NH:12][C:13](=[O:22])[O:14][C:15]=2[C:16]2[CH:21]=[CH:20][CH:19]=[CH:18][CH:17]=2)=[N:5]1)([CH3:3])[CH3:2].[H-].[Na+].Br[CH2:26][C:27]([O:29][CH3:30])=[O:28].O, predict the reaction product. The product is: [CH:1]([N:4]1[C:9](=[O:10])[CH:8]=[CH:7][C:6]([C:11]2[N:12]([CH2:26][C:27]([O:29][CH3:30])=[O:28])[C:13](=[O:22])[O:14][C:15]=2[C:16]2[CH:17]=[CH:18][CH:19]=[CH:20][CH:21]=2)=[N:5]1)([CH3:3])[CH3:2]. (4) Given the reactants [C:1]([O:5][C:6](=[O:16])[NH:7][C:8]1[CH:13]=[CH:12][CH:11]=[C:10]([CH2:14]O)[N:9]=1)([CH3:4])([CH3:3])[CH3:2].N1C=CC=CC=1.O=S(Cl)[Cl:25], predict the reaction product. The product is: [C:1]([O:5][C:6](=[O:16])[NH:7][C:8]1[CH:13]=[CH:12][CH:11]=[C:10]([CH2:14][Cl:25])[N:9]=1)([CH3:4])([CH3:3])[CH3:2]. (5) Given the reactants Br[C:2]1[CH:7]=[CH:6][N:5]=[C:4]2[CH:8]=[C:9]([C:11]([O:13][CH3:14])=[O:12])[S:10][C:3]=12.[F:15][C:16]1[CH:21]=[CH:20][C:19]([CH3:22])=[CH:18][C:17]=1[NH:23][C:24]([NH:26][C:27]1[CH:32]=[CH:31][C:30](B2OC(C)(C)C(C)(C)O2)=[CH:29][CH:28]=1)=[O:25].C([O-])([O-])=O.[Na+].[Na+].O, predict the reaction product. The product is: [F:15][C:16]1[CH:21]=[CH:20][C:19]([CH3:22])=[CH:18][C:17]=1[NH:23][C:24]([NH:26][C:27]1[CH:28]=[CH:29][C:30]([C:2]2[CH:7]=[CH:6][N:5]=[C:4]3[CH:8]=[C:9]([C:11]([O:13][CH3:14])=[O:12])[S:10][C:3]=23)=[CH:31][CH:32]=1)=[O:25]. (6) Given the reactants C[O:2][C:3]1[CH:4]=[C:5]2[C:9](=[CH:10][CH:11]=1)[NH:8][CH:7]=[C:6]2/[CH:12]=[CH:13]/[C:14]([C:16]1[CH:21]=[CH:20][N:19]=[CH:18][CH:17]=1)=[O:15].B(Br)(Br)Br.[OH-].[Na+].Cl, predict the reaction product. The product is: [OH:2][C:3]1[CH:4]=[C:5]2[C:9](=[CH:10][CH:11]=1)[NH:8][CH:7]=[C:6]2/[CH:12]=[CH:13]/[C:14]([C:16]1[CH:17]=[CH:18][N:19]=[CH:20][CH:21]=1)=[O:15]. (7) Given the reactants Cl.Cl.Cl.[NH:4]1[CH2:9][CH2:8][CH:7]([N:10]2[CH2:13][C:12]([CH2:36][C:37]#[N:38])([N:14]3[CH:18]=[CH:17][C:16]([C:19]4[C:20]5[CH:27]=[CH:26][N:25](COCC[Si](C)(C)C)[C:21]=5[N:22]=[CH:23][N:24]=4)=[CH:15]3)[CH2:11]2)[CH2:6][CH2:5]1.[F:39][C:40]([F:50])([F:49])[C:41]1[N:42]=[C:43]([C:46](O)=[O:47])[S:44][CH:45]=1, predict the reaction product. The product is: [N:22]1[C:21]2[NH:25][CH:26]=[CH:27][C:20]=2[C:19]([C:16]2[CH:17]=[CH:18][N:14]([C:12]3([CH2:36][C:37]#[N:38])[CH2:11][N:10]([CH:7]4[CH2:8][CH2:9][N:4]([C:46]([C:43]5[S:44][CH:45]=[C:41]([C:40]([F:49])([F:39])[F:50])[N:42]=5)=[O:47])[CH2:5][CH2:6]4)[CH2:13]3)[CH:15]=2)=[N:24][CH:23]=1.